Task: Predict the product of the given reaction.. Dataset: Forward reaction prediction with 1.9M reactions from USPTO patents (1976-2016) (1) Given the reactants C([O:3][C:4]([C:6]1[S:7][C:8]([S:17]([CH3:20])(=[O:19])=[O:18])=[C:9]2[C:14]=1[N:13]=[C:12]([CH3:15])[NH:11][C:10]2=[O:16])=[O:5])C.[OH-].[Na+].Cl, predict the reaction product. The product is: [CH3:20][S:17]([C:8]1[S:7][C:6]([C:4]([OH:5])=[O:3])=[C:14]2[C:9]=1[C:10](=[O:16])[NH:11][C:12]([CH3:15])=[N:13]2)(=[O:19])=[O:18]. (2) Given the reactants [N:1]1[CH:6]=[CH:5][CH:4]=[CH:3][C:2]=1[CH2:7][O:8][C:9]1[CH:14]=[CH:13][C:12]([C@@:15]2([C:22]3[CH:27]=[CH:26][C:25]([CH2:28][OH:29])=[CH:24][CH:23]=3)[CH2:20][CH:19]3[CH2:21][CH:16]2[CH2:17][CH2:18]3)=[CH:11][CH:10]=1, predict the reaction product. The product is: [N:1]1[CH:6]=[CH:5][CH:4]=[CH:3][C:2]=1[CH2:7][O:8][C:9]1[CH:10]=[CH:11][C:12]([C@@:15]2([C:22]3[CH:27]=[CH:26][C:25]([CH:28]=[O:29])=[CH:24][CH:23]=3)[CH2:20][CH:19]3[CH2:21][CH:16]2[CH2:17][CH2:18]3)=[CH:13][CH:14]=1. (3) Given the reactants C(OC([N:11]1[CH2:16][CH2:15][CH:14]([CH2:17][NH:18][C:19]2[C:24](Cl)=[C:23](Cl)[N:22]=[N:21][CH:20]=2)[CH2:13][CH2:12]1)=O)C1C=CC=CC=1, predict the reaction product. The product is: [N:22]1[CH:23]=[CH:24][C:19]([NH:18][CH2:17][CH:14]2[CH2:13][CH2:12][NH:11][CH2:16][CH2:15]2)=[CH:20][N:21]=1. (4) Given the reactants [F:1][C:2]1[CH:7]=[C:6]([I:8])[CH:5]=[CH:4][C:3]=1[NH:9][C:10]1[C:18]2[S:17][N:16]=[CH:15][C:14]=2[CH:13]=[CH:12][C:11]=1[C:19]([OH:21])=O.C(N(C(C)C)CC)(C)C.[CH3:31][C:32]1([CH3:40])[O:36][C@@H:35]([CH2:37][O:38][NH2:39])[CH2:34][O:33]1.CCN=C=NCCCN(C)C.C1C=CC2N(O)N=NC=2C=1, predict the reaction product. The product is: [CH3:31][C:32]1([CH3:40])[O:36][C@@H:35]([CH2:37][O:38][NH:39][C:19]([C:11]2[CH:12]=[CH:13][C:14]3[CH:15]=[N:16][S:17][C:18]=3[C:10]=2[NH:9][C:3]2[CH:4]=[CH:5][C:6]([I:8])=[CH:7][C:2]=2[F:1])=[O:21])[CH2:34][O:33]1. (5) Given the reactants [Cl:1][C:2]1[C:3]([NH:12][S:13]([C:16]2[CH:25]=[CH:24][C:19]([C:20]([O:22][CH3:23])=[O:21])=[CH:18][CH:17]=2)(=[O:15])=[O:14])=[N:4][CH:5]=[C:6]([C:8]([F:11])([F:10])[F:9])[CH:7]=1.Br[CH2:27][C:28]1[CH:29]=[C:30]([C:34]2[CH:39]=[CH:38][CH:37]=[CH:36][CH:35]=2)[CH:31]=[CH:32][CH:33]=1, predict the reaction product. The product is: [C:30]1([C:34]2[CH:35]=[CH:36][CH:37]=[CH:38][CH:39]=2)[CH:31]=[CH:32][CH:33]=[C:28]([CH2:27][N:12]([C:3]2[C:2]([Cl:1])=[CH:7][C:6]([C:8]([F:11])([F:9])[F:10])=[CH:5][N:4]=2)[S:13]([C:16]2[CH:25]=[CH:24][C:19]([C:20]([O:22][CH3:23])=[O:21])=[CH:18][CH:17]=2)(=[O:15])=[O:14])[CH:29]=1. (6) Given the reactants CS[C:3]1[N:4]([CH2:8][C:9]2([C:15]3[CH:20]=[CH:19][C:18]([O:21][CH2:22][CH2:23][CH2:24][N:25]4[CH2:29][CH2:28][CH2:27][CH2:26]4)=[CH:17][CH:16]=3)[CH2:14][CH2:13][O:12][CH2:11][CH2:10]2)[CH:5]=[CH:6][N:7]=1, predict the reaction product. The product is: [N:25]1([CH2:24][CH2:23][CH2:22][O:21][C:18]2[CH:19]=[CH:20][C:15]([C:9]3([CH2:8][N:4]4[CH:5]=[CH:6][N:7]=[CH:3]4)[CH2:14][CH2:13][O:12][CH2:11][CH2:10]3)=[CH:16][CH:17]=2)[CH2:26][CH2:27][CH2:28][CH2:29]1. (7) Given the reactants [C:1]([C:3]1[CH:4]=[C:5]2[C:9](=[CH:10][CH:11]=1)[NH:8][CH:7]=[C:6]2[CH2:12][CH2:13][CH2:14][CH2:15][N:16]1[CH2:21][CH2:20][N:19]([C:22]2[CH:23]=[CH:24][C:25]3[O:29][C:28]([C:30](=[O:32])[NH2:31])=[CH:27][C:26]=3[CH:33]=2)[CH2:18][CH2:17]1)#[N:2].CN(C=O)C.[ClH:39].[CH:40]([OH:43])([CH3:42])C, predict the reaction product. The product is: [ClH:39].[C:1]([C:3]1[CH:4]=[C:5]2[C:9](=[CH:10][CH:11]=1)[NH:8][CH:7]=[C:6]2[CH2:12][CH2:13][CH2:14][CH2:15][N:16]1[CH2:17][CH2:18][N:19]([C:22]2[CH:23]=[CH:24][C:25]3[O:29][C:28]([C:30](=[O:32])[NH2:31])=[CH:27][C:26]=3[CH:33]=2)[CH2:20][CH2:21]1)#[N:2].[CH2:40]([OH:43])[C:42]1[CH:5]=[CH:4][CH:3]=[CH:11][CH:10]=1. (8) Given the reactants Cl.[NH:2]1[CH2:7][CH2:6][CH2:5][CH:4]([C:8]2[N:12]=[C:11]([C:13]3[NH:14][C:15]4[C:20]([CH:21]=3)=[CH:19][CH:18]=[CH:17][CH:16]=4)[O:10][N:9]=2)[CH2:3]1.[F:22][C:23]1[N:28]=[CH:27][C:26]([C:29](O)=[O:30])=[CH:25][CH:24]=1, predict the reaction product. The product is: [F:22][C:23]1[N:28]=[CH:27][C:26]([C:29]([N:2]2[CH2:7][CH2:6][CH2:5][CH:4]([C:8]3[N:12]=[C:11]([C:13]4[NH:14][C:15]5[C:20]([CH:21]=4)=[CH:19][CH:18]=[CH:17][CH:16]=5)[O:10][N:9]=3)[CH2:3]2)=[O:30])=[CH:25][CH:24]=1. (9) Given the reactants [CH:1]1[C:6]([CH2:7][CH2:8][CH2:9][C:10]([OH:12])=[O:11])=[CH:5][CH:4]=[C:3]([N:13]([CH2:17][CH2:18][Cl:19])[CH2:14][CH2:15][Cl:16])[CH:2]=1.[CH:20](N(CC)C(C)C)(C)C, predict the reaction product. The product is: [Cl:19][CH2:18][CH2:17][N:13]([CH2:14][CH2:15][Cl:16])[C:3]1[CH:2]=[CH:1][C:6]([CH2:7][CH2:8][CH2:9][C:10]([O:12][CH3:20])=[O:11])=[CH:5][CH:4]=1.